This data is from Full USPTO retrosynthesis dataset with 1.9M reactions from patents (1976-2016). The task is: Predict the reactants needed to synthesize the given product. Given the product [CH3:25][C:23]1[N:22]=[CH:21][N:20]=[C:19]([NH:18][CH2:17][CH:14]2[CH2:15][CH2:16][NH:11][CH2:12][CH2:13]2)[CH:24]=1, predict the reactants needed to synthesize it. The reactants are: C(OC([N:11]1[CH2:16][CH2:15][CH:14]([CH2:17][NH:18][C:19]2[CH:24]=[C:23]([CH3:25])[N:22]=[C:21](Cl)[N:20]=2)[CH2:13][CH2:12]1)=O)C1C=CC=CC=1.